Predict which catalyst facilitates the given reaction. From a dataset of Catalyst prediction with 721,799 reactions and 888 catalyst types from USPTO. (1) The catalyst class is: 4. Reactant: [NH2:1][C:2]1[C:7]([C:8]2[CH:9]=[C:10]([NH:14][S:15]([C:18]3[CH:23]=[CH:22][C:21]([O:24]C)=[CH:20][CH:19]=3)(=[O:17])=[O:16])[CH:11]=[CH:12][CH:13]=2)=[C:6]([NH:26][C@H:27]([C:29]2[N:34]([C:35]3[CH:40]=[CH:39][CH:38]=[CH:37][CH:36]=3)[C:33](=[O:41])[C:32]3=[C:42]([CH3:45])[CH:43]=[CH:44][N:31]3[N:30]=2)[CH3:28])[N:5]=[CH:4][N:3]=1.B(Br)(Br)Br. Product: [NH2:1][C:2]1[C:7]([C:8]2[CH:9]=[C:10]([NH:14][S:15]([C:18]3[CH:19]=[CH:20][C:21]([OH:24])=[CH:22][CH:23]=3)(=[O:17])=[O:16])[CH:11]=[CH:12][CH:13]=2)=[C:6]([NH:26][C@H:27]([C:29]2[N:34]([C:35]3[CH:40]=[CH:39][CH:38]=[CH:37][CH:36]=3)[C:33](=[O:41])[C:32]3=[C:42]([CH3:45])[CH:43]=[CH:44][N:31]3[N:30]=2)[CH3:28])[N:5]=[CH:4][N:3]=1. (2) Reactant: Br[C:2]1[CH:7]=[CH:6][C:5]([NH:8][C:9](=[O:22])[NH:10][C:11]2[CH:21]=[CH:20][C:14]([C:15]([N:17]([CH3:19])[CH3:18])=[O:16])=[CH:13][CH:12]=2)=[CH:4][CH:3]=1.[B:23]1([B:23]2[O:27][C:26]([CH3:29])([CH3:28])[C:25]([CH3:31])([CH3:30])[O:24]2)[O:27][C:26]([CH3:29])([CH3:28])[C:25]([CH3:31])([CH3:30])[O:24]1.CC([O-])=O.[K+].C(Cl)Cl. Product: [CH3:18][N:17]([CH3:19])[C:15](=[O:16])[C:14]1[CH:20]=[CH:21][C:11]([NH:10][C:9]([NH:8][C:5]2[CH:6]=[CH:7][C:2]([B:23]3[O:27][C:26]([CH3:29])([CH3:28])[C:25]([CH3:31])([CH3:30])[O:24]3)=[CH:3][CH:4]=2)=[O:22])=[CH:12][CH:13]=1. The catalyst class is: 75. (3) Reactant: Br[CH2:2][C:3]1[CH:8]=[CH:7][C:6]([C:9]2[CH:14]=[CH:13][CH:12]=[CH:11][CH:10]=2)=[CH:5][CH:4]=1.Cl.[NH2:16][CH2:17][C:18]([N:20]1[CH2:25][CH2:24][CH:23]([O:26][C:27]2[CH:32]=[CH:31][CH:30]=[CH:29][C:28]=2[Cl:33])[CH2:22][CH2:21]1)=[O:19].O[Li].O. Product: [C:6]1([C:9]2[CH:14]=[CH:13][CH:12]=[CH:11][CH:10]=2)[CH:7]=[CH:8][C:3]([CH2:2][NH:16][CH2:17][C:18]([N:20]2[CH2:25][CH2:24][CH:23]([O:26][C:27]3[CH:32]=[CH:31][CH:30]=[CH:29][C:28]=3[Cl:33])[CH2:22][CH2:21]2)=[O:19])=[CH:4][CH:5]=1. The catalyst class is: 3. (4) Reactant: Cl.[NH2:2][C@H:3]([C:14]([O:16][CH3:17])=[O:15])[CH2:4][C:5]1[C:13]2[C:8](=[CH:9][CH:10]=[CH:11][CH:12]=2)[NH:7][CH:6]=1.C(N(CC)CC)C.[CH3:25][C:26]([CH3:31])=[CH:27][C:28](O)=[O:29].CCN=C=NCCCN(C)C.Cl. Product: [CH3:25][C:26]([CH3:31])=[CH:27][C:28]([NH:2][C@H:3]([C:14]([O:16][CH3:17])=[O:15])[CH2:4][C:5]1[C:13]2[C:8](=[CH:9][CH:10]=[CH:11][CH:12]=2)[NH:7][CH:6]=1)=[O:29]. The catalyst class is: 2.